Dataset: CYP1A2 inhibition data for predicting drug metabolism from PubChem BioAssay. Task: Regression/Classification. Given a drug SMILES string, predict its absorption, distribution, metabolism, or excretion properties. Task type varies by dataset: regression for continuous measurements (e.g., permeability, clearance, half-life) or binary classification for categorical outcomes (e.g., BBB penetration, CYP inhibition). Dataset: cyp1a2_veith. (1) The molecule is Cc1ccc(C(=O)OCn2ncc(Cl)c(Cl)c2=O)cc1. The result is 1 (inhibitor). (2) The molecule is c1ccc(C(c2ccccc2)N2CC[C@@]3(CCCNC3)C2)cc1. The result is 0 (non-inhibitor). (3) The compound is CC(=O)Nc1cccc(NC(=O)c2cc(-c3cccnc3)nc3ccc(Br)cc23)c1. The result is 1 (inhibitor). (4) The drug is O=C(Nc1cccc2ncccc12)c1ccc(-c2ccc(Br)cc2)o1. The result is 1 (inhibitor).